Dataset: Full USPTO retrosynthesis dataset with 1.9M reactions from patents (1976-2016). Task: Predict the reactants needed to synthesize the given product. (1) Given the product [CH2:33]([O:32][CH2:30][C:16]1[CH:17]=[CH:18][CH:19]=[CH:20][CH:21]=1)[C:35]1[CH:47]=[CH:48][CH:43]=[CH:44][CH:45]=1, predict the reactants needed to synthesize it. The reactants are: [OH-].[Na+].[C:16]1(P([C:16]2[CH:21]=[CH:20][CH:19]=[CH:18][CH:17]=2)[C:16]2[CH:21]=[CH:20][CH:19]=[CH:18][CH:17]=2)[CH:21]=[CH:20][CH:19]=[CH:18][CH:17]=1.N([C:30]([O:32][CH:33]([CH3:35])C)=O)=N[C:30]([O:32][CH:33](C)[CH3:35])=O.[OH-].[K+].C(P(C(C)(C)C)[C:43]1[CH:48]=[CH:47]C=[CH:45][C:44]=1[C:43]1[C:48](C(C)C)=[CH:47]C(C(C)C)=[CH:45][C:44]=1C(C)C)(C)(C)C. (2) Given the product [Br:1][C:2]1[N:6]2[C:7](=[O:13])[CH:8]=[C:9]([CH2:11][N:29]3[C:25]([CH2:23][CH3:24])=[CH:26][C:27]([C:30]([F:31])([F:32])[F:33])=[N:28]3)[N:10]=[C:5]2[S:4][C:3]=1[CH3:14], predict the reactants needed to synthesize it. The reactants are: [Br:1][C:2]1[N:6]2[C:7](=[O:13])[CH:8]=[C:9]([CH2:11]Cl)[N:10]=[C:5]2[S:4][C:3]=1[CH3:14].[I-].[K+].C(=O)([O-])[O-].[K+].[K+].[CH2:23]([C:25]1[NH:29][N:28]=[C:27]([C:30]([F:33])([F:32])[F:31])[CH:26]=1)[CH3:24]. (3) Given the product [F:11][C:12]1[CH:13]=[C:14]([C:15]2[O:1][N:2]=[C:3]([C:5]3[CH:10]=[CH:9][N:8]=[N:7][CH:6]=3)[N:4]=2)[CH:18]=[C:19]([F:21])[CH:20]=1, predict the reactants needed to synthesize it. The reactants are: [OH:1][N:2]=[C:3]([C:5]1[CH:10]=[CH:9][N:8]=[N:7][CH:6]=1)[NH2:4].[F:11][C:12]1[CH:13]=[C:14]([CH:18]=[C:19]([F:21])[CH:20]=1)[C:15](Cl)=O.N. (4) Given the product [C:38]([O:37][C:35]([NH:34][C:33]([NH:32][C:30]([O:29][C:25]([CH3:28])([CH3:27])[CH3:26])=[O:31])=[N:14][CH2:13][CH2:12][N:11]([CH2:10][C:2]1[NH:3][C:4]2[CH:9]=[CH:8][CH:7]=[CH:6][C:5]=2[N:1]=1)[CH:15]1[C:24]2[N:23]=[CH:22][CH:21]=[CH:20][C:19]=2[CH2:18][CH2:17][CH2:16]1)=[O:36])([CH3:41])([CH3:40])[CH3:39], predict the reactants needed to synthesize it. The reactants are: [NH:1]1[C:5]2[CH:6]=[CH:7][CH:8]=[CH:9][C:4]=2[N:3]=[C:2]1[CH2:10][N:11]([CH:15]1[C:24]2[N:23]=[CH:22][CH:21]=[CH:20][C:19]=2[CH2:18][CH2:17][CH2:16]1)[CH2:12][CH2:13][NH2:14].[C:25]([O:29][C:30]([NH:32][C:33](N1C=CC=N1)=[N:34][C:35]([O:37][C:38]([CH3:41])([CH3:40])[CH3:39])=[O:36])=[O:31])([CH3:28])([CH3:27])[CH3:26]. (5) Given the product [Cl:19][C:6]1[CH:7]=[C:8]2[C:12](=[C:4]([N+:1]([O-:3])=[O:2])[CH:5]=1)[NH:11][C:10]([C:13]1[CH:18]=[CH:17][CH:16]=[CH:15][CH:14]=1)=[C:9]2[CH:29]=[O:30], predict the reactants needed to synthesize it. The reactants are: [N+:1]([C:4]1[CH:5]=[C:6]([Cl:19])[CH:7]=[C:8]2[C:12]=1[NH:11][C:10]([C:13]1[CH:18]=[CH:17][CH:16]=[CH:15][CH:14]=1)=[CH:9]2)([O-:3])=[O:2].P(Cl)(Cl)(OCl)=O.CN([CH:29]=[O:30])C. (6) Given the product [C:1]([C:3]1[CH:11]=[CH:10][C:6]([C:7]([NH:29][C:26]2[CH:25]=[CH:24][C:23]([C:13]([OH:12])([CH3:22])[CH2:14][NH:15][S:16]([CH:19]([CH3:20])[CH3:21])(=[O:18])=[O:17])=[CH:28][CH:27]=2)=[O:8])=[CH:5][CH:4]=1)#[N:2], predict the reactants needed to synthesize it. The reactants are: [C:1]([C:3]1[CH:11]=[CH:10][C:6]([C:7](Cl)=[O:8])=[CH:5][CH:4]=1)#[N:2].[OH:12][C:13]([C:23]1[CH:28]=[CH:27][C:26]([N+:29]([O-])=O)=[CH:25][CH:24]=1)([CH3:22])[CH2:14][NH:15][S:16]([CH:19]([CH3:21])[CH3:20])(=[O:18])=[O:17].C(N(CC)CC)C.O. (7) Given the product [C:35]([O:8][C:6]1[C:5]([CH:9]([CH3:10])[CH3:11])=[CH:4][C:3]([C:12]2[O:16][N:15]=[C:14]([C:17](=[O:18])[NH:19][CH2:20][CH3:21])[C:13]=2[C:22]2[N:26]=[C:25]([CH3:27])[O:24][N:23]=2)=[C:2]([O:1][C:42](=[O:44])[CH3:43])[CH:7]=1)(=[O:37])[CH3:36], predict the reactants needed to synthesize it. The reactants are: [OH:1][C:2]1[CH:7]=[C:6]([OH:8])[C:5]([CH:9]([CH3:11])[CH3:10])=[CH:4][C:3]=1[C:12]1[O:16][N:15]=[C:14]([C:17]([NH:19][CH2:20][CH3:21])=[O:18])[C:13]=1[C:22]1[N:26]=[C:25]([CH3:27])[O:24][N:23]=1.C(N(CC)CC)C.[C:35](OC(=O)C)(=[O:37])[CH3:36].[C:42](OCC)(=[O:44])[CH3:43]. (8) The reactants are: C[O:2][C:3]([C:5]1[CH:6]=[CH:7][C:8]2[O:12][C:11]([CH2:13][O:14][C:15]3[CH:20]=[CH:19][C:18]([C:21]45[CH2:30][CH:25]6[CH2:26][CH:27]([CH2:29][CH:23]([CH2:24]6)[CH2:22]4)[CH2:28]5)=[CH:17][CH:16]=3)=[N:10][C:9]=2[CH:31]=1)=[O:4].[Br-].[Al+3].[Br-].[Br-].O.Cl. Given the product [C:21]12([C:18]3[CH:19]=[CH:20][C:15]([O:14][CH2:13][C:11]4[O:12][C:8]5[CH:7]=[CH:6][C:5]([C:3]([OH:4])=[O:2])=[CH:31][C:9]=5[N:10]=4)=[CH:16][CH:17]=3)[CH2:28][CH:27]3[CH2:29][CH:23]([CH2:24][CH:25]([CH2:26]3)[CH2:30]1)[CH2:22]2, predict the reactants needed to synthesize it.